Dataset: CYP2C9 inhibition data for predicting drug metabolism from PubChem BioAssay. Task: Regression/Classification. Given a drug SMILES string, predict its absorption, distribution, metabolism, or excretion properties. Task type varies by dataset: regression for continuous measurements (e.g., permeability, clearance, half-life) or binary classification for categorical outcomes (e.g., BBB penetration, CYP inhibition). Dataset: cyp2c9_veith. (1) The molecule is Cc1nc(NC(=O)c2ccco2)sc1-c1csc(Nc2ccc(Cl)cc2Cl)n1. The result is 1 (inhibitor). (2) The drug is Cc1cc(C)c(S(=O)(=O)N2CCN(c3ccc([N+](=O)[O-])c(NCC4CCCO4)c3)CC2)c(C)c1. The result is 1 (inhibitor). (3) The compound is O=C1c2cccnc2C(O)N1C1CCCCC1. The result is 0 (non-inhibitor). (4) The drug is COc1ccc(C(=O)c2ccccc2)c(O)c1. The result is 0 (non-inhibitor). (5) The drug is COc1ccc(Oc2ccccc2C=O)cc1. The result is 1 (inhibitor). (6) The drug is C=CCc1ccc(OCCOCCOc2ccc(C)cc2[N+](=O)[O-])c(OC)c1. The result is 1 (inhibitor). (7) The drug is CCCCC[C@H](O)CCCC(=O)[O-].[Na+]. The result is 0 (non-inhibitor). (8) The drug is N#C/C(=C\c1ccc(O)c(O)c1)C(N)=S. The result is 0 (non-inhibitor).